This data is from Full USPTO retrosynthesis dataset with 1.9M reactions from patents (1976-2016). The task is: Predict the reactants needed to synthesize the given product. (1) The reactants are: I[C:2]1[CH:7]=[CH:6][C:5]([C@@H:8]2[C@@H:13]([NH:14][S:15]([CH:18]([CH3:20])[CH3:19])(=[O:17])=[O:16])[CH2:12][CH2:11][O:10][CH2:9]2)=[CH:4][CH:3]=1.[C:21]1(B(O)O)[CH:26]=[CH:25][CH:24]=[CH:23][CH:22]=1. Given the product [C:2]1([C:21]2[CH:26]=[CH:25][CH:24]=[CH:23][CH:22]=2)[CH:7]=[CH:6][C:5]([C@@H:8]2[C@@H:13]([NH:14][S:15]([CH:18]([CH3:20])[CH3:19])(=[O:17])=[O:16])[CH2:12][CH2:11][O:10][CH2:9]2)=[CH:4][CH:3]=1, predict the reactants needed to synthesize it. (2) Given the product [CH:1]1([CH2:7][O:8][C:9]2[C:10]3[N:11]([C:15]([C:19]([NH:21][C@@H:22]4[C:30]5[C:25](=[CH:26][C:27]([CH3:31])=[CH:28][CH:29]=5)[CH2:24][C@H:23]4[C:32]([OH:34])=[O:33])=[O:20])=[C:16]([CH3:18])[N:17]=3)[CH:12]=[CH:13][CH:14]=2)[CH2:6][CH2:5][CH2:4][CH2:3][CH2:2]1, predict the reactants needed to synthesize it. The reactants are: [CH:1]1([CH2:7][O:8][C:9]2[C:10]3[N:11]([C:15]([C:19]([NH:21][C@@H:22]4[C:30]5[C:25](=[CH:26][C:27]([CH3:31])=[CH:28][CH:29]=5)[CH2:24][C@H:23]4[C:32]([O:34]C)=[O:33])=[O:20])=[C:16]([CH3:18])[N:17]=3)[CH:12]=[CH:13][CH:14]=2)[CH2:6][CH2:5][CH2:4][CH2:3][CH2:2]1.Cl. (3) Given the product [C:18]([C:16]1[S:17][C:13]([C:9]2[CH:10]=[C:11]([Cl:12])[C:5]3[O:4][CH:3]([CH2:2][NH:1][C:54](=[O:55])/[CH:35]=[CH:34]/[C:33]4[CH:31]=[N:29][C:36]([NH2:38])=[CH:37][CH:32]=4)[CH2:7][C:6]=3[CH:8]=2)=[CH:14][CH:15]=1)(=[O:20])[CH3:19], predict the reactants needed to synthesize it. The reactants are: [NH2:1][CH2:2][CH:3]1[CH2:7][C:6]2[CH:8]=[C:9]([C:13]3[S:17][C:16]([C:18](=[O:20])[CH3:19])=[CH:15][CH:14]=3)[CH:10]=[C:11]([Cl:12])[C:5]=2[O:4]1.CCN=C=NCCC[N:29]([CH3:31])C.[CH:32]1[CH:33]=[CH:34][C:35]2N(O)N=[N:38][C:36]=2[CH:37]=1.CCN(C(C)C)C(C)C.CN([CH:54]=[O:55])C. (4) The reactants are: Cl.[CH:2]1([C@@H:6]([NH2:8])[CH3:7])[CH2:5][CH2:4][CH2:3]1.O=C1[C:18]2[C:13](=[CH:14][CH:15]=[CH:16][C:17]=2NC(=O)C)[CH2:12][CH2:11]1.C([O-])([O-])=O.[K+].[K+]. Given the product [CH:2]1([C@@H:6]([NH:8][CH:12]([C:13]2[CH:18]=[CH:17][CH:16]=[CH:15][CH:14]=2)[CH3:11])[CH3:7])[CH2:5][CH2:4][CH2:3]1, predict the reactants needed to synthesize it. (5) Given the product [Cl:1][C:2]1[CH:7]=[CH:6][C:5]([S:8]([N:11]([CH2:22][C:23]2[CH:31]=[CH:30][C:26]([C:27]([NH:63][N:64]3[CH2:68][CH2:67][CH2:66][CH2:65]3)=[O:29])=[CH:25][C:24]=2[F:32])[C@@H:12]2[CH2:18][C:17]([F:20])([F:19])[CH2:16][CH2:15][NH:14][C:13]2=[O:21])(=[O:9])=[O:10])=[CH:4][CH:3]=1, predict the reactants needed to synthesize it. The reactants are: [Cl:1][C:2]1[CH:7]=[CH:6][C:5]([S:8]([N:11]([CH2:22][C:23]2[CH:31]=[CH:30][C:26]([C:27]([OH:29])=O)=[CH:25][C:24]=2[F:32])[C@@H:12]2[CH2:18][C:17]([F:20])([F:19])[CH2:16][CH2:15][NH:14][C:13]2=[O:21])(=[O:10])=[O:9])=[CH:4][CH:3]=1.[B-](F)(F)(F)F.CN(C(ON1C(=O)C=CC=C1)=[N+](C)C)C.CCN(C(C)C)C(C)C.Cl.[NH2:63][N:64]1[CH2:68][CH2:67][CH2:66][CH2:65]1.